From a dataset of NCI-60 drug combinations with 297,098 pairs across 59 cell lines. Regression. Given two drug SMILES strings and cell line genomic features, predict the synergy score measuring deviation from expected non-interaction effect. Drug 1: CN1C(=O)N2C=NC(=C2N=N1)C(=O)N. Drug 2: CC1=C(C(=O)C2=C(C1=O)N3CC4C(C3(C2COC(=O)N)OC)N4)N. Cell line: NCI-H226. Synergy scores: CSS=9.71, Synergy_ZIP=0.813, Synergy_Bliss=6.38, Synergy_Loewe=-8.39, Synergy_HSA=-1.28.